From a dataset of Full USPTO retrosynthesis dataset with 1.9M reactions from patents (1976-2016). Predict the reactants needed to synthesize the given product. (1) Given the product [CH3:1][O:2][C:3](=[O:60])[NH:4][CH:5]([C:9]([N:11]1[CH2:15][CH2:14][CH2:13][CH:12]1[C:16]1[NH:17][C:18]([C:21]2[CH:30]=[CH:29][C:28]3[C:23](=[CH:24][CH:25]=[C:26]([C:31]4[CH:36]=[CH:35][C:34]([C:37]5[NH:38][C:39]([CH:42]6[CH2:46][CH:45]([C:47]#[N:48])[CH2:44][N:43]6[C:49](=[O:59])[CH:50]([NH:54][C:55]([O:57][CH3:58])=[O:56])[C:51]6[CH:53]=[CH:68][CH:64]=[CH:65][CH:52]=6)=[N:40][CH:41]=5)=[CH:33][CH:32]=4)[CH:27]=3)[CH:22]=2)=[CH:19][N:20]=1)=[O:10])[CH:6]([CH3:8])[CH3:7], predict the reactants needed to synthesize it. The reactants are: [CH3:1][O:2][C:3](=[O:60])[NH:4][CH:5]([C:9]([N:11]1[CH2:15][CH2:14][CH2:13][CH:12]1[C:16]1[NH:17][C:18]([C:21]2[CH:30]=[CH:29][C:28]3[C:23](=[CH:24][CH:25]=[C:26]([C:31]4[CH:36]=[CH:35][C:34]([C:37]5[NH:38][C:39]([CH:42]6[CH2:46][CH:45]([C:47]#[N:48])[CH2:44][N:43]6[C:49](=[O:59])[CH:50]([NH:54][C:55]([O:57][CH3:58])=[O:56])[CH:51]([CH3:53])[CH3:52])=[N:40][CH:41]=5)=[CH:33][CH:32]=4)[CH:27]=3)[CH:22]=2)=[CH:19][N:20]=1)=[O:10])[CH:6]([CH3:8])[CH3:7].C(N1CC[CH2:68][C@H:64]1[C:65](O)=O)#N.COC(NC(C1C=CC=CC=1)C(O)=O)=O. (2) The reactants are: [SH:1][C:2]1[CH:35]=[CH:34][CH:33]=[CH:32][C:3]=1[C:4]([NH:6][C@@H:7]1[C:18]2[C:12](=[CH:13][CH:14]=[C:15]([S:20][CH3:21])[C:16](=[O:19])[CH:17]=2)[C:11]2[C:22]([O:30][CH3:31])=[C:23]([O:28][CH3:29])[C:24]([O:26][CH3:27])=[CH:25][C:10]=2[CH2:9][CH2:8]1)=[O:5].Cl.[N:37]([O-])=[O:38].[Na+].C(=O)([O-])O.[Na+]. Given the product [N:37]([S:1][C:2]1[CH:35]=[CH:34][CH:33]=[CH:32][C:3]=1[C:4]([NH:6][C@@H:7]1[C:18]2[C:12](=[CH:13][CH:14]=[C:15]([S:20][CH3:21])[C:16](=[O:19])[CH:17]=2)[C:11]2[C:22]([O:30][CH3:31])=[C:23]([O:28][CH3:29])[C:24]([O:26][CH3:27])=[CH:25][C:10]=2[CH2:9][CH2:8]1)=[O:5])=[O:38], predict the reactants needed to synthesize it. (3) The reactants are: Br[C:2]1[CH:3]=[C:4]2[C:9](=[CH:10][CH:11]=1)[C:8](=[O:12])[NH:7][N:6]=[C:5]2[Cl:13].[N:14]1([C:20]2[CH:21]=[C:22]([CH:25]=[CH:26][CH:27]=2)[CH2:23][NH2:24])[CH2:19][CH2:18][O:17][CH2:16][CH2:15]1.C1C=CC(P(C2C(C3C(P(C4C=CC=CC=4)C4C=CC=CC=4)=CC=C4C=3C=CC=C4)=C3C(C=CC=C3)=CC=2)C2C=CC=CC=2)=CC=1.CC([O-])(C)C.[Na+]. Given the product [Cl:13][C:5]1[C:4]2[C:9](=[CH:10][CH:11]=[C:2]([NH:24][CH2:23][C:22]3[CH:25]=[CH:26][CH:27]=[C:20]([N:14]4[CH2:19][CH2:18][O:17][CH2:16][CH2:15]4)[CH:21]=3)[CH:3]=2)[C:8](=[O:12])[NH:7][N:6]=1, predict the reactants needed to synthesize it. (4) Given the product [CH:18]1([C:1]2[CH:6]=[CH:5][CH:4]=[CH:3][CH:2]=2)[CH2:24][CH2:23][CH2:22][CH2:21][CH2:20][CH2:19]1.[C:1]1([C:25]2[CH:30]=[CH:29][CH:28]=[CH:27][CH:26]=2)[CH:6]=[CH:5][CH:4]=[CH:3][CH:2]=1, predict the reactants needed to synthesize it. The reactants are: [C:1]1([Mg]Br)[CH:6]=[CH:5][CH:4]=[CH:3][CH:2]=1.CN(CCN(C)C)C.Br[CH:18]1[CH2:24][CH2:23][CH2:22][CH2:21][CH2:20][CH2:19]1.[C:25]1([Mg]Br)[CH:30]=[CH:29][CH:28]=[CH:27][CH:26]=1.CN(CCN(C)C)C.[Cl-].[NH4+]. (5) Given the product [CH:30]([N:27]1[CH2:26][CH2:25][CH:24]([NH:23][C:22]([C:11]2[N:10]([CH2:9][CH2:8][C:5]3[CH:6]=[CH:7][C:2]([Cl:1])=[CH:3][CH:4]=3)[C:14]3[CH:15]=[CH:16][CH:17]=[C:18]([C:19]([N:38]4[CH2:39][CH:36]([O:35][CH3:34])[CH2:37]4)=[O:20])[C:13]=3[N:12]=2)=[O:33])[CH2:29][CH2:28]1)([CH3:31])[CH3:32], predict the reactants needed to synthesize it. The reactants are: [Cl:1][C:2]1[CH:7]=[CH:6][C:5]([CH2:8][CH2:9][N:10]2[C:14]3[CH:15]=[CH:16][CH:17]=[C:18]([C:19](O)=[O:20])[C:13]=3[N:12]=[C:11]2[C:22](=[O:33])[NH:23][CH:24]2[CH2:29][CH2:28][N:27]([CH:30]([CH3:32])[CH3:31])[CH2:26][CH2:25]2)=[CH:4][CH:3]=1.[CH3:34][O:35][CH:36]1[CH2:39][NH:38][CH2:37]1.